Task: Predict which catalyst facilitates the given reaction.. Dataset: Catalyst prediction with 721,799 reactions and 888 catalyst types from USPTO (1) The catalyst class is: 8. Reactant: [C:1]([C@H:5]1[CH2:10][CH2:9][C@H:8]([O:11][C:12]2[C:13]([C:24]([F:27])([F:26])[F:25])=[C:14]3[C:19](=[CH:20][CH:21]=2)[CH:18]=[C:17]([CH:22]=O)[CH:16]=[CH:15]3)[CH2:7][CH2:6]1)([CH3:4])([CH3:3])[CH3:2].[NH2:28][CH2:29][CH2:30][C:31]([NH:33][S:34]([C:37]1[CH:42]=[CH:41][CH:40]=[CH:39][CH:38]=1)(=[O:36])=[O:35])=[O:32].[BH3-]C#N.[Na+]. Product: [C:1]([C@H:5]1[CH2:10][CH2:9][C@H:8]([O:11][C:12]2[C:13]([C:24]([F:25])([F:26])[F:27])=[C:14]3[C:19](=[CH:20][CH:21]=2)[CH:18]=[C:17]([CH2:22][NH:28][CH2:29][CH2:30][C:31]([NH:33][S:34]([C:37]2[CH:42]=[CH:41][CH:40]=[CH:39][CH:38]=2)(=[O:36])=[O:35])=[O:32])[CH:16]=[CH:15]3)[CH2:7][CH2:6]1)([CH3:4])([CH3:2])[CH3:3]. (2) Reactant: Br[C:2]1[C:3]2[N:4]([CH:14]=[CH:15][N:16]=2)[N:5]=[C:6]([C:8]2[CH:13]=[CH:12][CH:11]=[CH:10][CH:9]=2)[CH:7]=1.[CH3:17][C:18]1([CH3:30])[CH2:22][CH2:21][N:20]([C:23]2[N:28]=[C:27]([NH2:29])[CH:26]=[CH:25][CH:24]=2)[CH2:19]1.C1C=CC(P(C2C(C3C(P(C4C=CC=CC=4)C4C=CC=CC=4)=CC=C4C=3C=CC=C4)=C3C(C=CC=C3)=CC=2)C2C=CC=CC=2)=CC=1.C([O-])([O-])=O.[Cs+].[Cs+]. Product: [CH3:17][C:18]1([CH3:30])[CH2:22][CH2:21][N:20]([C:23]2[N:28]=[C:27]([NH:29][C:2]3[C:3]4[N:4]([CH:14]=[CH:15][N:16]=4)[N:5]=[C:6]([C:8]4[CH:13]=[CH:12][CH:11]=[CH:10][CH:9]=4)[CH:7]=3)[CH:26]=[CH:25][CH:24]=2)[CH2:19]1. The catalyst class is: 62.